Predict the reactants needed to synthesize the given product. From a dataset of Full USPTO retrosynthesis dataset with 1.9M reactions from patents (1976-2016). (1) Given the product [CH2:3]([C:5]1[CH:6]=[CH:7][C:8]([C:11]2[N:16]=[C:15]([N:17]([CH3:41])[CH2:18][CH2:19][CH2:20][O:21][C:22]3[CH:23]=[C:24]4[C:28](=[CH:29][CH:30]=3)[C@H:27]([CH2:31][C:32]([O:34][CH2:35][CH3:36])=[O:33])[CH2:26][CH2:25]4)[C:14]([C:37]([F:40])([F:38])[F:39])=[CH:13][CH:12]=2)=[CH:9][CH:10]=1)[CH3:4], predict the reactants needed to synthesize it. The reactants are: [H-].[Na+].[CH2:3]([C:5]1[CH:10]=[CH:9][C:8]([C:11]2[N:16]=[C:15]([NH:17][CH2:18][CH2:19][CH2:20][O:21][C:22]3[CH:23]=[C:24]4[C:28](=[CH:29][CH:30]=3)[C@H:27]([CH2:31][C:32]([O:34][CH2:35][CH3:36])=[O:33])[CH2:26][CH2:25]4)[C:14]([C:37]([F:40])([F:39])[F:38])=[CH:13][CH:12]=2)=[CH:7][CH:6]=1)[CH3:4].[CH3:41]I. (2) Given the product [C:25]([O:24][C:22]([N:19]1[CH2:20][CH2:21][C:5]2[C:4]3[C:3]([Cl:29])=[C:2]([Cl:1])[CH:10]=[CH:9][C:8]=3[N:7]([CH2:11][C:12]([OH:14])=[O:13])[C:6]=2[CH2:17][CH2:18]1)=[O:23])([CH3:28])([CH3:26])[CH3:27], predict the reactants needed to synthesize it. The reactants are: [Cl:1][C:2]1[CH:10]=[CH:9][C:8]2[N:7]([CH2:11][C:12]([O:14]CC)=[O:13])[C:6]3[CH2:17][CH2:18][N:19]([C:22]([O:24][C:25]([CH3:28])([CH3:27])[CH3:26])=[O:23])[CH2:20][CH2:21][C:5]=3[C:4]=2[C:3]=1[Cl:29].[OH-].[K+].Cl. (3) The reactants are: N[CH:2](C1C=CC(OC)=C(OC)C=1)CC(O)=O.[NH2:17][CH:18]([C:23]1[CH:28]=[CH:27][C:26]([O:29][CH3:30])=[C:25]([O:31][CH2:32][CH3:33])[CH:24]=1)[CH2:19][C:20]([OH:22])=[O:21]. Given the product [NH2:17][CH:18]([C:23]1[CH:28]=[CH:27][C:26]([O:29][CH3:30])=[C:25]([O:31][CH2:32][CH3:33])[CH:24]=1)[CH2:19][C:20]([O:22][CH3:2])=[O:21], predict the reactants needed to synthesize it. (4) Given the product [C:27]([O:35][C@H:36]1[C@@H:40]([O:41][C:42](=[O:49])[C:43]2[CH:48]=[CH:47][CH:46]=[CH:45][CH:44]=2)[C@H:39]([N:14]2[CH:13]=[N:12][C:11]3[C:15]2=[N:16][C:17]([C:19]#[N:20])=[N:18][C:10]=3[NH:9][CH2:8][CH:7]([C:1]2[CH:2]=[CH:3][CH:4]=[CH:5][CH:6]=2)[C:21]2[CH:26]=[CH:25][CH:24]=[CH:23][CH:22]=2)[O:38][C@@H:37]1[C:54]([NH:56][CH2:57][CH3:58])=[O:55])(=[O:34])[C:28]1[CH:33]=[CH:32][CH:31]=[CH:30][CH:29]=1, predict the reactants needed to synthesize it. The reactants are: [C:1]1([CH:7]([C:21]2[CH:26]=[CH:25][CH:24]=[CH:23][CH:22]=2)[CH2:8][NH:9][C:10]2[N:18]=[C:17]([C:19]#[N:20])[N:16]=[C:15]3[C:11]=2[N:12]=[CH:13][NH:14]3)[CH:6]=[CH:5][CH:4]=[CH:3][CH:2]=1.[C:27]([O:35][C@H:36]1[C@@H:40]([O:41][C:42](=[O:49])[C:43]2[CH:48]=[CH:47][CH:46]=[CH:45][CH:44]=2)[C@@H:39](OC(=O)C)[O:38][C@@H:37]1[C:54]([NH:56][CH2:57][CH3:58])=[O:55])(=[O:34])[C:28]1[CH:33]=[CH:32][CH:31]=[CH:30][CH:29]=1.C(O[C@H]1[C@@H](OC(=O)C2C=CC=CC=2)[C@H](OC(=O)C)O[C@@H]1C(NCC)=O)(=O)C1C=CC=CC=1.II. (5) Given the product [F:13][C:14]1[CH:15]=[C:16]([S:20][C:2]2[CH:3]=[C:4]3[C:9](=[CH:10][CH:11]=2)[C:8](=[O:12])[CH2:7][CH2:6][CH2:5]3)[CH:17]=[CH:18][CH:19]=1, predict the reactants needed to synthesize it. The reactants are: F[C:2]1[CH:3]=[C:4]2[C:9](=[CH:10][CH:11]=1)[C:8](=[O:12])[CH2:7][CH2:6][CH2:5]2.[F:13][C:14]1[CH:15]=[C:16]([SH:20])[CH:17]=[CH:18][CH:19]=1.C(N(CC)CC)C.CCCCCCC. (6) Given the product [O:21]1[CH2:25][CH2:24][CH:23]([CH2:26][NH:27][C:13]([C:10]2[CH:9]=[C:8]([CH2:7][O:6][CH2:5][C:4]3[CH:16]=[CH:17][C:18]([F:19])=[C:2]([F:1])[CH:3]=3)[O:12][N:11]=2)=[O:15])[CH2:22]1, predict the reactants needed to synthesize it. The reactants are: [F:1][C:2]1[CH:3]=[C:4]([CH:16]=[CH:17][C:18]=1[F:19])[CH2:5][O:6][CH2:7][C:8]1[O:12][N:11]=[C:10]([C:13]([OH:15])=O)[CH:9]=1.Cl.[O:21]1[CH2:25][CH2:24][CH:23]([CH2:26][NH2:27])[CH2:22]1.C(N(CC)CC)C.ON1C2C=CC=CC=2N=N1.Cl.C(N=C=NCCCN(C)C)C. (7) Given the product [O:21]=[C:19]1[NH:18][C:17](=[O:41])[CH:16]([CH2:15][C:12]2[CH:13]=[CH:14][C:9]([O:8][CH2:7][C:6]([OH:42])=[O:5])=[CH:10][CH:11]=2)[S:20]1, predict the reactants needed to synthesize it. The reactants are: C([O:5][C:6](=[O:42])[CH2:7][O:8][C:9]1[CH:14]=[CH:13][C:12]([CH2:15][CH:16]2[S:20][C:19](=[O:21])[N:18](C(C3C=CC=CC=3)(C3C=CC=CC=3)C3C=CC=CC=3)[C:17]2=[O:41])=[CH:11][CH:10]=1)(C)(C)C.O.C1(C)C=CC(S(O)(=O)=O)=CC=1.C(OCC)(=O)C.